This data is from Catalyst prediction with 721,799 reactions and 888 catalyst types from USPTO. The task is: Predict which catalyst facilitates the given reaction. (1) Reactant: [NH2:1][C@:2]12[CH2:36][CH2:35][C@@H:34]([C:37]3([CH3:40])[CH2:39][CH2:38]3)[C@@H:3]1[C@@H:4]1[C@@:17]([CH3:20])([CH2:18][CH2:19]2)[C@@:16]2([CH3:21])[C@@H:7]([C@:8]3([CH3:33])[C@@H:13]([CH2:14][CH2:15]2)[C:12]([CH3:23])([CH3:22])[C:11]([C:24]2[CH:32]=[CH:31][C:27]([C:28]([OH:30])=[O:29])=[CH:26][CH:25]=2)=[CH:10][CH2:9]3)[CH2:6][CH2:5]1.[H][H]. Product: [NH2:1][C@:2]12[CH2:36][CH2:35][C@@H:34]([C:37]3([CH3:40])[CH2:38][CH2:39]3)[C@@H:3]1[C@@H:4]1[C@@:17]([CH3:20])([CH2:18][CH2:19]2)[C@@:16]2([CH3:21])[C@@H:7]([C@:8]3([CH3:33])[C@@H:13]([CH2:14][CH2:15]2)[C:12]([CH3:22])([CH3:23])[C@@H:11]([C:24]2[CH:25]=[CH:26][C:27]([C:28]([OH:30])=[O:29])=[CH:31][CH:32]=2)[CH2:10][CH2:9]3)[CH2:6][CH2:5]1. The catalyst class is: 153. (2) Reactant: [F:1][C:2]1[CH:7]=[CH:6][C:5]([C@:8]2([CH2:29][CH2:30][CH2:31][OH:32])[O:13][C:12](=[O:14])[N:11]([C@H:15]([C:17]3[CH:22]=[CH:21][C:20]([O:23][CH2:24][C:25]([F:28])([F:27])[F:26])=[CH:19][CH:18]=3)[CH3:16])[CH2:10][CH2:9]2)=[CH:4][CH:3]=1.CC(C)=[O:35].OS(O)(=O)=O.O=[Cr](=O)=O. Product: [F:1][C:2]1[CH:7]=[CH:6][C:5]([C@:8]2([CH2:29][CH2:30][C:31]([OH:35])=[O:32])[O:13][C:12](=[O:14])[N:11]([C@H:15]([C:17]3[CH:22]=[CH:21][C:20]([O:23][CH2:24][C:25]([F:27])([F:26])[F:28])=[CH:19][CH:18]=3)[CH3:16])[CH2:10][CH2:9]2)=[CH:4][CH:3]=1. The catalyst class is: 21. (3) Reactant: F[C:2]1[CH:9]=[CH:8][C:7]([F:10])=[CH:6][C:3]=1C=O.[C:11](=O)([O-])[O-].[K+].[K+].CN(C=O)C.[CH2:22]([O:24][C:25](=[O:28])[CH2:26][SH:27])[CH3:23]. Product: [CH2:22]([O:24][C:25]([C:26]1[S:27][C:3]2[CH:6]=[C:7]([F:10])[CH:8]=[CH:9][C:2]=2[CH:11]=1)=[O:28])[CH3:23]. The catalyst class is: 6.